From a dataset of Peptide-MHC class I binding affinity with 185,985 pairs from IEDB/IMGT. Regression. Given a peptide amino acid sequence and an MHC pseudo amino acid sequence, predict their binding affinity value. This is MHC class I binding data. The peptide sequence is REVLNVRYM. The MHC is HLA-B35:01 with pseudo-sequence HLA-B35:01. The binding affinity (normalized) is 0.535.